Dataset: Forward reaction prediction with 1.9M reactions from USPTO patents (1976-2016). Task: Predict the product of the given reaction. (1) Given the reactants [C:1]([N:4]1[C:13]2[C:8](=[CH:9][C:10]([C:14]([NH2:16])=[O:15])=[CH:11][CH:12]=2)[C@H:7]([NH:17][C:18]2[CH:23]=[CH:22][C:21]([N:24]3[CH2:29][CH2:28][O:27][CH2:26][CH2:25]3)=[CH:20][CH:19]=2)[CH2:6][C@@H:5]1[CH3:30])(=[O:3])[CH3:2].[CH:31](N(CC)C(C)C)(C)C.CCl.N[CH2:43][CH2:44][CH2:45][CH2:46][CH2:47][C:48]([OH:50])=[O:49].O, predict the reaction product. The product is: [C:1]([N:4]1[C:13]2[C:8](=[CH:9][C:10]([C:14]([NH:16][CH2:43][CH2:44][CH2:45][CH2:46][CH2:47][C:48]([O:50][CH3:31])=[O:49])=[O:15])=[CH:11][CH:12]=2)[C@H:7]([NH:17][C:18]2[CH:19]=[CH:20][C:21]([N:24]3[CH2:25][CH2:26][O:27][CH2:28][CH2:29]3)=[CH:22][CH:23]=2)[CH2:6][C@@H:5]1[CH3:30])(=[O:3])[CH3:2]. (2) Given the reactants [CH2:1]([C@@:4]1([C:24]2[CH:29]=[CH:28][C:27]([F:30])=[CH:26][CH:25]=2)[O:9][C:8](=[O:10])[N:7]([C@H:11]2[CH2:16][CH2:15][CH2:14][N:13]([CH2:17][C:18]3[CH:23]=[CH:22][CH:21]=[CH:20][CH:19]=3)[CH2:12]2)[CH2:6][CH2:5]1)[CH:2]=[CH2:3].B.C1C[O:35]CC1.[OH-].[Na+].OO.Cl, predict the reaction product. The product is: [CH2:17]([N:13]1[CH2:14][CH2:15][CH2:16][C@H:11]([N:7]2[CH2:6][CH2:5][C@@:4]([C:24]3[CH:29]=[CH:28][C:27]([F:30])=[CH:26][CH:25]=3)([CH2:1][CH2:2][CH2:3][OH:35])[O:9][C:8]2=[O:10])[CH2:12]1)[C:18]1[CH:23]=[CH:22][CH:21]=[CH:20][CH:19]=1. (3) Given the reactants C(O[C:6](=O)[N:7]([C@H:9]1[CH2:14][CH2:13][C@H:12]([O:15][CH2:16][CH2:17][CH2:18][CH2:19][N:20]([CH2:22][CH:23]=[CH2:24])[CH3:21])[CH2:11][CH2:10]1)C)(C)(C)C.C(O)(C(F)(F)F)=O, predict the reaction product. The product is: [CH2:22]([N:20]([CH3:21])[CH2:19][CH2:18][CH2:17][CH2:16][O:15][C@H:12]1[CH2:13][CH2:14][C@H:9]([NH:7][CH3:6])[CH2:10][CH2:11]1)[CH:23]=[CH2:24]. (4) Given the reactants [NH:1]1[CH:5]=[CH:4][C:3]([C:6]2[CH:7]=[N:8][CH:9]=[CH:10][CH:11]=2)=[N:2]1.[C:12]([C@H:16]1[CH2:20]OS(=O)(=O)[O:17]1)([CH3:15])([CH3:14])[CH3:13].C(Cl)(=O)C.C(=O)(O)[O-].[Na+], predict the reaction product. The product is: [CH3:13][C:12]([CH3:15])([CH3:14])[C@H:16]([OH:17])[CH2:20][N:1]1[CH:5]=[CH:4][C:3]([C:6]2[CH:7]=[N:8][CH:9]=[CH:10][CH:11]=2)=[N:2]1. (5) Given the reactants I[C:2]1[C:3]([C:7]([F:13])([F:12])[C:8]([F:11])([F:10])[F:9])=[N:4][NH:5][CH:6]=1.I[C:15]([F:20])([F:19])[CH:16]([F:18])[F:17], predict the reaction product. The product is: [F:12][C:7]([F:13])([C:3]1[C:2]([C:15]([F:20])([F:19])[CH:16]([F:18])[F:17])=[CH:6][NH:5][N:4]=1)[C:8]([F:11])([F:10])[F:9]. (6) Given the reactants C(=O)([O-])[O-].[Cs+].[Cs+].[C:7]([O:11][C:12]([NH:14][C@@H:15]([C:18]([O:20][CH3:21])=[O:19])[CH2:16]I)=[O:13])([CH3:10])([CH3:9])[CH3:8].[Cl:22][C:23]1[CH:24]=[C:25]([CH2:29][C:30](=[O:32])[CH3:31])[CH:26]=[CH:27][CH:28]=1, predict the reaction product. The product is: [C:7]([O:11][C:12]([NH:14][CH:15]([CH2:16][CH:29]([C:25]1[CH:26]=[CH:27][CH:28]=[C:23]([Cl:22])[CH:24]=1)[C:30](=[O:32])[CH3:31])[C:18]([O:20][CH3:21])=[O:19])=[O:13])([CH3:10])([CH3:9])[CH3:8]. (7) Given the reactants [CH:1]1([C:4]2[CH:8]=[C:7]([CH2:9][NH2:10])[NH:6][N:5]=2)[CH2:3][CH2:2]1.Cl[C:12]1[CH:17]=[C:16]([C:18]2[CH:23]=[CH:22][CH:21]=[C:20]([CH3:24])[C:19]=2[CH3:25])[N:15]=[C:14]([NH2:26])[N:13]=1, predict the reaction product. The product is: [CH:1]1([C:4]2[CH:8]=[C:7]([CH2:9][NH:10][C:12]3[CH:17]=[C:16]([C:18]4[CH:23]=[CH:22][CH:21]=[C:20]([CH3:24])[C:19]=4[CH3:25])[N:15]=[C:14]([NH2:26])[N:13]=3)[NH:6][N:5]=2)[CH2:3][CH2:2]1. (8) Given the reactants [C:1]1([CH3:18])[CH:6]=[CH:5][C:4]([N:7]2[C:16]3[C:11](=[CH:12][CH:13]=[CH:14][CH:15]=3)[CH2:10][CH2:9][C:8]2=[O:17])=[CH:3][CH:2]=1.I[CH2:20][CH2:21][CH2:22][CH3:23], predict the reaction product. The product is: [CH2:20]([CH:9]1[CH2:10][C:11]2[C:16](=[CH:15][CH:14]=[CH:13][CH:12]=2)[N:7]([C:4]2[CH:3]=[CH:2][C:1]([CH3:18])=[CH:6][CH:5]=2)[C:8]1=[O:17])[CH2:21][CH2:22][CH3:23]. (9) Given the reactants Br[C:2]1[CH:24]=[CH:23][C:5]2[C:6]3[N:10]([CH2:11][CH2:12][O:13][C:4]=2[CH:3]=1)[CH:9]=[C:8]([C:14]1[N:15]([CH:20]([CH3:22])[CH3:21])[N:16]=[C:17]([CH3:19])[N:18]=1)[N:7]=3.CC1(C)C(C)(C)OB([C:33]2[CH:34]=[N:35][N:36]([CH2:38][CH2:39][N:40]3[CH2:45][CH2:44][O:43][CH2:42][CH2:41]3)[CH:37]=2)O1, predict the reaction product. The product is: [CH:20]([N:15]1[C:14]([C:8]2[N:7]=[C:6]3[C:5]4[CH:23]=[CH:24][C:2]([C:33]5[CH:34]=[N:35][N:36]([CH2:38][CH2:39][N:40]6[CH2:45][CH2:44][O:43][CH2:42][CH2:41]6)[CH:37]=5)=[CH:3][C:4]=4[O:13][CH2:12][CH2:11][N:10]3[CH:9]=2)=[N:18][C:17]([CH3:19])=[N:16]1)([CH3:22])[CH3:21]. (10) Given the reactants C([N:8]1[CH2:17][CH2:16][C:15]2[N:14]=[C:13]([C:18]([F:21])([F:20])[F:19])[CH:12]=[CH:11][C:10]=2[CH2:9]1)C1C=CC=CC=1.[Cl:22]C(OC(Cl)C)=O, predict the reaction product. The product is: [ClH:22].[F:21][C:18]([F:19])([F:20])[C:13]1[CH:12]=[CH:11][C:10]2[CH2:9][NH:8][CH2:17][CH2:16][C:15]=2[N:14]=1.